From a dataset of Forward reaction prediction with 1.9M reactions from USPTO patents (1976-2016). Predict the product of the given reaction. (1) Given the reactants [F:1][C:2]1[CH:7]=[CH:6][CH:5]=[C:4]([F:8])[C:3]=1[NH:9][C:10]([C:12]1[Se:13][C:14](Br)=[CH:15][CH:16]=1)=[O:11].[CH3:18][C:19]1[C:27](B2OC(C)(C)C(C)(C)O2)=[CH:26][C:22]2[N:23]=[CH:24][S:25][C:21]=2[CH:20]=1.C(=O)([O-])[O-].[Na+].[Na+].CC(=O)OCC.[Cl-].[Na+].O, predict the reaction product. The product is: [F:1][C:2]1[CH:7]=[CH:6][CH:5]=[C:4]([F:8])[C:3]=1[NH:9][C:10]([C:12]1[Se:13][C:14]([C:27]2[C:19]([CH3:18])=[CH:20][C:21]3[S:25][CH:24]=[N:23][C:22]=3[CH:26]=2)=[CH:15][CH:16]=1)=[O:11]. (2) Given the reactants [Cl:1][C:2]1[CH:10]=[C:9]2[C:5]([C:6]([C:11]([N:13]3[CH2:18][CH2:17][C:16]4([C:22]5[CH:23]=[CH:24][C:25]([F:27])=[CH:26][C:21]=5[C:20](=[O:28])[O:19]4)[CH2:15][CH2:14]3)=[O:12])=[CH:7][NH:8]2)=[CH:4][CH:3]=1.Cl[CH2:30][CH2:31][N:32]([CH3:34])[CH3:33], predict the reaction product. The product is: [Cl:1][C:2]1[CH:10]=[C:9]2[C:5]([C:6]([C:11]([N:13]3[CH2:18][CH2:17][C:16]4([C:22]5[CH:23]=[CH:24][C:25]([F:27])=[CH:26][C:21]=5[C:20](=[O:28])[O:19]4)[CH2:15][CH2:14]3)=[O:12])=[CH:7][N:8]2[CH2:30][CH2:31][N:32]([CH3:34])[CH3:33])=[CH:4][CH:3]=1. (3) Given the reactants [Cl:1][C:2]1[N:10]=[C:9]2[C:5]([N:6]=[C:7]([CH2:13]N3CCC(N4CC(F)(F)C4)CC3)[N:8]2[CH2:11][CH3:12])=[C:4]([N:26]2[CH2:31][CH2:30][O:29][CH2:28][CH2:27]2)[N:3]=1.[NH:32]1[CH2:37][CH2:36][CH:35]([N:38]2[CH2:43][CH2:42][O:41][CH2:40][C:39]2=[O:44])[CH2:34][CH2:33]1, predict the reaction product. The product is: [Cl:1][C:2]1[N:10]=[C:9]2[C:5]([N:6]=[C:7]([CH2:13][N:32]3[CH2:37][CH2:36][CH:35]([N:38]4[CH2:43][CH2:42][O:41][CH2:40][C:39]4=[O:44])[CH2:34][CH2:33]3)[N:8]2[CH2:11][CH3:12])=[C:4]([N:26]2[CH2:27][CH2:28][O:29][CH2:30][CH2:31]2)[N:3]=1. (4) Given the reactants Cl[C:2]1[C:7]([N+:8]([O-:10])=[O:9])=[CH:6][CH:5]=[CH:4][C:3]=1[N+:11]([O-:13])=[O:12].P(C(C)(C)C)(C(C)(C)C)C(C)(C)C.[C:27]([Si:29]([CH:36]([CH3:38])[CH3:37])([CH:33]([CH3:35])[CH3:34])[CH:30]([CH3:32])[CH3:31])#[CH:28], predict the reaction product. The product is: [N+:11]([C:3]1[CH:4]=[CH:5][CH:6]=[C:7]([N+:8]([O-:10])=[O:9])[C:2]=1[C:28]#[C:27][Si:29]([CH:30]([CH3:32])[CH3:31])([CH:36]([CH3:38])[CH3:37])[CH:33]([CH3:35])[CH3:34])([O-:13])=[O:12]. (5) Given the reactants [H-].[Al+3].[Li+].[H-].[H-].[H-].[Cl:7][C:8]1[CH:9]=[C:10]([NH:14][C:15]2[C:16]3[CH:23]=[C:22]([C:24]4[CH:34]=[CH:33][C:27]([C:28]([N:30]([CH3:32])[CH3:31])=O)=[CH:26][CH:25]=4)[NH:21][C:17]=3[N:18]=[CH:19][N:20]=2)[CH:11]=[CH:12][CH:13]=1.[OH-].[Na+].Cl, predict the reaction product. The product is: [ClH:7].[Cl:7][C:8]1[CH:9]=[C:10]([NH:14][C:15]2[C:16]3[CH:23]=[C:22]([C:24]4[CH:34]=[CH:33][C:27]([CH2:28][N:30]([CH3:32])[CH3:31])=[CH:26][CH:25]=4)[NH:21][C:17]=3[N:18]=[CH:19][N:20]=2)[CH:11]=[CH:12][CH:13]=1.